Dataset: Human Reference Interactome with 51,813 positive PPI pairs across 8,248 proteins, plus equal number of experimentally-validated negative pairs. Task: Binary Classification. Given two protein amino acid sequences, predict whether they physically interact or not. (1) Protein 1 (ENSG00000152102) has sequence MNPVYSPGSSGVPYANAKGIGYPAGFPMGYAAAAPAYSPNMYPGANPTFQTGYTPGTPYKVSCSPTSGAVPPYSSSPNPYQTAVYPVRSAYPQQSPYAQQGTYYTQPLYAAPPHVIHHTTVVQPNGMPATVYPAPIPPPRGNGVTMGMVAGTTMAMSAGTLLTAHSPTPVAPHPVTVPTYRAPGTPTYSYVPPQW*. Protein 2 (ENSG00000161992) has sequence MSREAGSCRVGTGARARSRKPKKPHYIPRPWGKPYNYKCFQCPFTCLEKSHLYNHMKYSLCKDSLSLLLDSPDWACRRGSTTPRPHAPTPDRPGESDPGRQPQGARPTGAAPAPDLVVADIHSLHCGGGPKSRAKGSPGPPPPVARATRKGPGPSGLLPESWKPGMGGDPRGVGAGDMASAGPEGSVPCYPPPAPGEFPEAHSLHLSLLGVNYPLSPGLFSYLGPSLAAAAHVPFLASASPLLPPATAFPAVQPPQRPTPAPRLYYPLLLEHTLGLPAGKAALAKAPVSPRSPSGTPAPG.... Result: 1 (the proteins interact). (2) Protein 1 (ENSG00000176533) has sequence MSATNNIAQARKLVEQLRIEAGIERIKVSKAASDLMSYCEQHARNDPLLVGVPASENPFKDKKPCIIL*MSATNNIAQARKLVEQLRIEAGIERIKERKQGEKGR*. Protein 2 (ENSG00000196646) has sequence MDSVAFEDVDVNFTQEEWALLDPSQKNLYRDVMWETMRNLASIGKKWKDQNIKDHYKHRGRNLRSHMLERLYQTKDGSQRGGIFSQFANQNLSKKIPGVKLCESIVYGEVSMGQSSLNRHIKDHSGHEPKEYQEYGEKPDTRNQCWKPFSSHHSFRTHEIIHTGEKLYDCKECGKTFFSLKRIRRHIITHSGYTPYKCKVCGKAFDYPSRFRTHERSHTGEKPYECQECGKAFTCITSVRRHMIKHTGDGPYKCKVCGKPFHSLSSFQVHERIHTGEKPFKCKQCGKAFSCSPTLRIHER.... Result: 0 (the proteins do not interact). (3) Protein 1 (ENSG00000104228) has sequence MERSPDVSPGPSRSFKEELLCAVCYDPFRDAVTLRCGHNFCRGCVSRCWEVQVSPTCPVCKDRASPADLRTNHTLNNLVEKLLREEAEGARWTSYRFSRVCRLHRGQLSLFCLEDKELLCCSCQADPRHQGHRVQPVKDTAHDFRAKCRNMEHALREKAKAFWAMRRSYEAIAKHNQVEAAWLEGRIRQEFDKLREFLRVEEQAILDAMAEETRQKQLLADEKMKQLTEETEVLAHEIERLQMEMKEDDVSFLMKHKSRKRRLFCTMEPEPVQPGMLIDVCKYLGSLQYRVWKKMLASVE.... Protein 2 (ENSG00000162526) has sequence MEDFLLSNGYQLGKTIGEGTYSKVKEAFSKKHQRKVAIKVIDKMGGPEEFIQRFLPRELQIVRTLDHKNIIQVYEMLESADGKICLVMELAEGGDVFDCVLNGGPLPESRAKALFRQMVEAIRYCHGCGVAHRDLKCENALLQGFNLKLTDFGFAKVLPKSHRELSQTFCGSTAYAAPEVLQGIPHDSKKGDVWSMGVVLYVMLCASLPFDDTDIPKMLWQQQKGVSFPTHLSISADCQDLLKRLLEPDMILRPSIEEVSWHPWLAST*MLESADGKICLVMELAEGGDVFDCVLNGGPL.... Result: 1 (the proteins interact). (4) Protein 1 (ENSG00000196860) has sequence MPSVRSLLRLLAAAAACGAFAFLGYCIYLNRKRRGDPAFKRRLRDKRRAEPQKAEEQGTQLWDPTKNKKLQELFLQEVRMGELWLSRGEHRMGIQHLGNALLVCEQPRELLKVFKHTLPPKVFEMLLHKIPLICQQFEADMNEQDCLEDDPD*MPSVRSLLRLLAAAAACGAFAFLGYCIYLNRKRRGDPAFKRRLRDKRRAEPQKAEEQGTQESTEWGFNTSAMPF*. Protein 2 (ENSG00000011332) has sequence MGGLSARPTAGRTDPAGTCWGQDPGSKMATVIPGPLSLGEDFYREAIEHCRSYNARLCAERSLRLPFLDSQTGVAQNNCYIWMEKTHRGPGLAPGQIYTYPARCWRKKRRLNILEDPRLRPCEYKIDCEAPLKKEGGLPEGPVLEALLCAETGEKKIELKEEETIMDCQKQQLLEFPHDLEVEDLEDDIPRRKNRAKGKAYGIGGLRKRQDTASLEDRDKPYVCDICGKRYKNRPGLSYHYTHTHLAEEEGEENAERHALPFHRKNNHKQFYKELAWVPEAQRKHTAKKAPDGTVIPNGY.... Result: 0 (the proteins do not interact). (5) Protein 1 (ENSG00000144591) has sequence MLKAVILIGGPQKGTRFRPLSFEVPKPLFPVAGVPMIQHHIEACAQVPGMQEILLIGFYQPDEPLTQFLEAAQQEFNLPVRYLQEFAPLGTGGGLYHFRDQILAGSPEAFFVLNADVCSDFPLSAMLEAHRRQRHPFLLLGTTANRTQSLNYGCIVENPQTHEVLHYVEKPSTFISDIINCGIYLFSPEALKPLRDVFQRNQQDGQLEDSPGLWPGAGTIRLEQDVFSALAGQGQIYVHLTDGIWSQIKSAGSALYASRLYLSRYQDTHPERLAKHTPGGPWIRGNVYIHPTAKVAPSAV.... Protein 2 (ENSG00000183783) has sequence MALKDTGSGGSTILPISEMVSSSSSPGASAAAAPGPCAPSPFPEVVELNVGGQVYVTKHSTLLSVPDSTLASMFSPSSPRGGARRRGELPRDSRARFFIDRDGFLFRYVLDYLRDKQLALPEHFPEKERLLREAEYFQLTDLVKLLSPKVTKQNSLNDEGCQSDLEDNVSQGSSDALLLRGAAAAVPSGPGAHGGGGGGGAQDKRSGFLTLGYRGSYTTVRDNQADAKFRRVARIMVCGRIALAKEVFGDTLNESRDPDRQPEKYTSRFYLKFTYLEQAFDRLSEAGFHMVACNSSGTAA.... Result: 0 (the proteins do not interact). (6) Protein 2 (ENSG00000156509) has sequence MSFKDKDERISCLEAYVTLTSKSSRFTDETEILKMSQRHSGQAGTEAGNGADSPPIVNSKYSTFRDFCSTSSFQDSGYNELKSCSFDNIDKEYLGKKEKGPTLLYEHPETSGLGLTHPLESPTQKKKCILPRKEKDKTPELCETPKISGKKCLPRRRLNVSFALLKGDFESQNSSLESSISQVINLEKNIPSSASGFSRANNFSPLVTSTLKTEEVTSCSQKLRLNFSQQKTSTIDDSKDDCSLFEVECISPIQGNNFKDSITHDFSDSSLCINDENACPELLGSSVSGTTCGTDEDIFV.... Protein 1 (ENSG00000186231) has sequence MPSERCLSIQEMLTGQRLCHSESHNDSVLAALNQQRSDGILCDITLIAEEQKFHAHKAVLAACSDYFRAMFSLCMVESGADEVNLHGVTSLGLKQALEFAYTGQILLEPGVIQDVLAAGSHLQLLELLNLCSHYLIQELNSFNYLDLYRLADLFNLTLLEKAVIDFLVKHLSELLKSRPEEVLTLPYCLLQEVLKSDRLTSLSEEQIWQLAVRWLEHNCHYQYMDELLQYIRFGLMDVDTLHTVALSHPLVQASETATALVNEALEYHQSIYAQPVWQTRRTKPRFQSDTLYIIGGKKRE.... Result: 0 (the proteins do not interact). (7) Protein 2 (ENSG00000168961) has sequence MAFSGSQAPYLSPAVPFSGTIQGGLQDGLQITVNGTVLSSSGTRFAVNFQTGFSGNDIAFHFNPRFEDGGYVVCNTRQNGSWGPEERKTHMPFQKGMPFDLCFLVQSSDFKVMVNGILFVQYFHRVPFHRVDTISVNGSVQLSYISFQPPGVWPANPAPITQTVIHTVQSAPGQMFSTPAIPPMMYPHPAYPMPFITTILGGLYPSKSILLSGTVLPSAQRFHINLCSGNHIAFHLNPRFDENAVVRNTQIDNSWGSEERSLPRKMPFVRGQSFSVWILCEAHCLKVAVDGQHLFEYYHR.... Result: 0 (the proteins do not interact). Protein 1 (ENSG00000142910) has sequence MWRCPLGLLLLLPLAGHLALGAQQGRGRRELAPGLHLRGIRDAGGRYCQEQDLCCRGRADDCALPYLGAICYCDLFCNRTVSDCCPDFWDFCLGVPPPFPPIQGCMHGGRIYPVLGTYWDNCNRCTCQENRQWQCDQEPCLVDPDMIKAINQGNYGWQAGNHSAFWGMTLDEGIRYRLGTIRPSSSVMNMHEIYTVLNPGEVLPTAFEASEKWPNLIHEPLDQGNCAGSWAFSTAAVASDRVSIHSLGHMTPVLSPQNLLSCDTHQQQGCRGGRLDGAWWFLRRRGVVSDHCYPFSGRER.... (8) Protein 2 (ENSG00000205138) has sequence MSRHSRLQRQVLSLYRDLLRAGRGKPGAEARVRAEFRQHAGLPRSDVLRIEYLYRRGRRQLQLLRSGHATAMGAFVRPRAPTGEPGGVGCQPDDGDSPRNPHDSTGAPETRPDGR*. Protein 1 (ENSG00000174332) has sequence MAEARTSLSAHCRGPLATGLHPDLDLPGRSLATPAPSCYLLGSEPSSGLGLQPETHLPEGSLKRCCVLGLPPTSPASSSPCASSDVTSIIRSSQTSLVTCVNGLRSPPLTGDLGGPSKRARPGPASTDSHEGSLQLEACRKASFLKQEPADEFSELFGPHQQGLPPPYPLSQLPPGPSLGGLGLGLAGRVVAGRQACRWVDCCAAYEQQEELVRHIEKSHIDQRKGEDFTCFWAGCVRRYKPFNARYKLLIHMRVHSGEKPNKCMFEGCSKAFSRLENLKIHLRSHTGEKPYLCQHPGCQ.... Result: 0 (the proteins do not interact).